Predict the reaction yield, written as a fraction of the theoretical maximum amount of product (1.0 means a 100% yield; for example, 0.34 means a 34% yield). From a dataset of Reaction yield outcomes from USPTO patents with 853,638 reactions. (1) The reactants are [O:1]([CH2:13][CH:14]=[CH2:15])[C@H:2]1[O:10][C@H:9]([CH2:11][OH:12])[C@H:7]([OH:8])[C@H:5]([OH:6])[C@H:3]1[OH:4].[C:16](Cl)([C:29]1[CH:34]=[CH:33][CH:32]=[CH:31][CH:30]=1)([C:23]1[CH:28]=[CH:27][CH:26]=[CH:25][CH:24]=1)[C:17]1[CH:22]=[CH:21][CH:20]=[CH:19][CH:18]=1. The catalyst is N1C=CC=CC=1. The product is [C:16]([O:12][CH2:11][C@H:9]1[O:10][C@H:2]([O:1][CH2:13][CH:14]=[CH2:15])[C@H:3]([OH:4])[C@@H:5]([OH:6])[C@H:7]1[OH:8])([C:17]1[CH:22]=[CH:21][CH:20]=[CH:19][CH:18]=1)([C:29]1[CH:30]=[CH:31][CH:32]=[CH:33][CH:34]=1)[C:23]1[CH:24]=[CH:25][CH:26]=[CH:27][CH:28]=1. The yield is 0.830. (2) The reactants are [NH2:1][CH:2]([C:6]1[CH:10]=[CH:9][S:8][CH:7]=1)[C:3](O)=O.C[O:12][C:13](=O)[C@H:14]([CH2:16][CH:17]([CH3:19])[CH3:18])[NH2:15].C([C@@H]1NC[C@H](CC(C)C)NC1=O)C(C)C. No catalyst specified. The product is [CH2:16]([C@@H:14]1[NH:15][CH2:3][C@H:2]([C:6]2[CH:10]=[CH:9][S:8][CH:7]=2)[NH:1][C:13]1=[O:12])[CH:17]([CH3:19])[CH3:18]. The yield is 0.184. (3) The reactants are I[C:2]1[CH:7]=[CH:6][C:5]([C:8]([C:10]2[CH:15]=[CH:14][C:13]([O:16][CH:17]3[CH2:22][CH2:21][CH2:20][CH2:19][O:18]3)=[CH:12][CH:11]=2)=[O:9])=[CH:4][CH:3]=1.[CH2:23]([N:26]1[CH2:30][CH2:29][CH2:28][CH2:27]1)[C:24]#[CH:25]. The catalyst is Cl[Pd](Cl)([P](C1C=CC=CC=1)(C1C=CC=CC=1)C1C=CC=CC=1)[P](C1C=CC=CC=1)(C1C=CC=CC=1)C1C=CC=CC=1.[Cu]I.CCN(CC)CC. The product is [N:26]1([CH2:23][C:24]#[C:25][C:2]2[CH:7]=[CH:6][C:5]([C:8]([C:10]3[CH:15]=[CH:14][C:13]([O:16][CH:17]4[CH2:22][CH2:21][CH2:20][CH2:19][O:18]4)=[CH:12][CH:11]=3)=[O:9])=[CH:4][CH:3]=2)[CH2:30][CH2:29][CH2:28][CH2:27]1. The yield is 0.800. (4) The reactants are [H-].[H-].[H-].[H-].[Li+].[Al+3].[C:7]1([CH2:13][CH2:14][CH2:15][CH2:16][CH2:17][CH2:18][C:19](O)=[O:20])[CH:12]=[CH:11][CH:10]=[CH:9][CH:8]=1.O.[OH-].[K+]. The catalyst is CCOCC. The product is [C:7]1([CH2:13][CH2:14][CH2:15][CH2:16][CH2:17][CH2:18][CH2:19][OH:20])[CH:12]=[CH:11][CH:10]=[CH:9][CH:8]=1. The yield is 0.900. (5) The reactants are [CH2:1]([C:3]1[C:11]2[C:6](=[CH:7][CH:8]=[C:9]([CH:12]=O)[CH:10]=2)[NH:5][N:4]=1)[CH3:2].[C:14](/[CH:16]=[C:17](\[O-:19])/[CH3:18])#[N:15].[Na+].C(O)(=O)C.N1CCCCC1. The yield is 0.880. The catalyst is ClCCl. The product is [CH2:1]([C:3]1[C:11]2[C:6](=[CH:7][CH:8]=[C:9](/[CH:12]=[C:16](/[C:17](=[O:19])[CH3:18])\[C:14]#[N:15])[CH:10]=2)[NH:5][N:4]=1)[CH3:2]. (6) The reactants are [H-].[Na+].[NH2:3][C:4]1[CH:9]=[CH:8][C:7]([OH:10])=[C:6]([CH3:11])[C:5]=1[CH3:12].[CH2:13]([O:20][C:21]1[CH:30]=[C:29]2[C:24]([C:25](Cl)=[CH:26][CH:27]=[N:28]2)=[CH:23][C:22]=1[O:32][CH3:33])[C:14]1[CH:19]=[CH:18][CH:17]=[CH:16][CH:15]=1.C(=O)([O-])O.[Na+]. The catalyst is CS(C)=O. The product is [CH2:13]([O:20][C:21]1[CH:30]=[C:29]2[C:24]([C:25]([O:10][C:7]3[CH:8]=[CH:9][C:4]([NH2:3])=[C:5]([CH3:12])[C:6]=3[CH3:11])=[CH:26][CH:27]=[N:28]2)=[CH:23][C:22]=1[O:32][CH3:33])[C:14]1[CH:15]=[CH:16][CH:17]=[CH:18][CH:19]=1. The yield is 0.490.